Task: Regression. Given a peptide amino acid sequence and an MHC pseudo amino acid sequence, predict their binding affinity value. This is MHC class I binding data.. Dataset: Peptide-MHC class I binding affinity with 185,985 pairs from IEDB/IMGT (1) The peptide sequence is RLQLIMPAR. The MHC is HLA-A11:01 with pseudo-sequence HLA-A11:01. The binding affinity (normalized) is 0.0704. (2) The peptide sequence is AVINTTCNY. The MHC is HLA-B44:02 with pseudo-sequence HLA-B44:02. The binding affinity (normalized) is 0.128. (3) The peptide sequence is SEFQIYKKSG. The MHC is HLA-B40:01 with pseudo-sequence HLA-B40:01. The binding affinity (normalized) is 0.445.